This data is from Reaction yield outcomes from USPTO patents with 853,638 reactions. The task is: Predict the reaction yield, written as a fraction of the theoretical maximum amount of product (1.0 means a 100% yield; for example, 0.34 means a 34% yield). (1) The reactants are [N:1]1[CH:6]=[CH:5][CH:4]=[CH:3][C:2]=1[C:7]([OH:9])=O.[NH2:10][C@@H:11]1[C@H:15]2[O:16][CH2:17][C@H:18]([NH:19][C:20](=[O:34])[C:21]3[CH:26]=[CH:25][CH:24]=[C:23]([O:27][C:28]4[CH:33]=[CH:32][CH:31]=[CH:30][CH:29]=4)[CH:22]=3)[C@H:14]2[O:13][CH2:12]1. No catalyst specified. The product is [O:27]([C:23]1[CH:22]=[C:21]([CH:26]=[CH:25][CH:24]=1)[C:20]([NH:19][C@@H:18]1[C@H:14]2[O:13][CH2:12][C@H:11]([NH:10][C:7](=[O:9])[C:2]3[CH:3]=[CH:4][CH:5]=[CH:6][N:1]=3)[C@H:15]2[O:16][CH2:17]1)=[O:34])[C:28]1[CH:29]=[CH:30][CH:31]=[CH:32][CH:33]=1. The yield is 0.368. (2) The catalyst is C(Cl)Cl. The product is [CH3:5][O:6][C:7](=[O:32])[CH2:8][CH2:9][CH2:10][C:11]#[C:12][CH2:13][N:14]1[C:15](=[O:31])[CH2:16][CH2:17][CH2:18][C@@H:19]1/[CH:20]=[CH:21]/[CH:22]([OH:30])[CH2:23][C:24]1[CH:29]=[CH:28][CH:27]=[CH:26][CH:25]=1. The yield is 0.780. The reactants are [BH4-].[Na+].CO.[CH3:5][O:6][C:7](=[O:32])[CH2:8][CH2:9][CH2:10][C:11]#[C:12][CH2:13][N:14]1[C@@H:19](/[CH:20]=[CH:21]/[C:22](=[O:30])[CH2:23][C:24]2[CH:29]=[CH:28][CH:27]=[CH:26][CH:25]=2)[CH2:18][CH2:17][CH2:16][C:15]1=[O:31].